This data is from Reaction yield outcomes from USPTO patents with 853,638 reactions. The task is: Predict the reaction yield, written as a fraction of the theoretical maximum amount of product (1.0 means a 100% yield; for example, 0.34 means a 34% yield). (1) The reactants are Cl.[CH3:2][C:3]1[CH:4]=[CH:5][C:6]2[CH2:7][NH:8][C@@H:9]3[C@@H:14]([C:15]=2[CH:16]=1)[C:13]1[CH:17]=[C:18]([O:23]C)[C:19]([O:21]C)=[CH:20][C:12]=1[CH2:11][CH2:10]3.C(=O)(O)[O-].B(Br)(Br)Br.[Cl:33]CCl. The catalyst is O. The product is [ClH:33].[CH3:2][C:3]1[CH:4]=[CH:5][C:6]2[CH2:7][NH:8][C@@H:9]3[C@@H:14]([C:15]=2[CH:16]=1)[C:13]1[CH:17]=[C:18]([OH:23])[C:19]([OH:21])=[CH:20][C:12]=1[CH2:11][CH2:10]3. The yield is 0.520. (2) The reactants are [C:1]1([CH:7]([C:18]2[CH:23]=[CH:22][CH:21]=[CH:20][CH:19]=2)[N:8]2[CH2:11][CH:10]([N:12]3[CH2:17][CH2:16][NH:15][CH2:14][CH2:13]3)[CH2:9]2)[CH:6]=[CH:5][CH:4]=[CH:3][CH:2]=1.[CH3:24][O:25][CH2:26][C:27](O)=[O:28].CCN(C(C)C)C(C)C.CN(C(ON1N=NC2C=CC=CC1=2)=[N+](C)C)C.[B-](F)(F)(F)F. The catalyst is CN(C=O)C. The product is [C:18]1([CH:7]([C:1]2[CH:2]=[CH:3][CH:4]=[CH:5][CH:6]=2)[N:8]2[CH2:9][CH:10]([N:12]3[CH2:17][CH2:16][N:15]([C:27](=[O:28])[CH2:26][O:25][CH3:24])[CH2:14][CH2:13]3)[CH2:11]2)[CH:23]=[CH:22][CH:21]=[CH:20][CH:19]=1. The yield is 0.800. (3) The reactants are C(OC(=O)[NH:7][C@H:8]([CH2:31][C:32]1[CH:37]=[C:36]([F:38])[C:35]([F:39])=[CH:34][C:33]=1[F:40])[CH2:9][C:10]([N:12]1[CH2:17][CH2:16][N:15]2[C:18]([C:27]([F:30])([F:29])[F:28])=[N:19][C:20]([C:21](=[O:26])[NH:22][CH:23]3[CH2:25][CH2:24]3)=[C:14]2[CH2:13]1)=[O:11])(C)(C)C.[ClH:42]. The catalyst is C(OCC)(=O)C. The product is [ClH:42].[CH:23]1([NH:22][C:21]([C:20]2[N:19]=[C:18]([C:27]([F:28])([F:30])[F:29])[N:15]3[CH2:16][CH2:17][N:12]([C:10](=[O:11])[CH2:9][C@H:8]([NH2:7])[CH2:31][C:32]4[CH:37]=[C:36]([F:38])[C:35]([F:39])=[CH:34][C:33]=4[F:40])[CH2:13][C:14]=23)=[O:26])[CH2:25][CH2:24]1. The yield is 0.950. (4) The reactants are [Cl:1][C:2]1[C:3]2[CH:13]=[CH:12][C:11](=[O:14])[N:10]([C:15]3[CH:20]=[CH:19][C:18]([F:21])=[CH:17][C:16]=3[F:22])[C:4]=2[N:5]=[C:6]([S:8][CH3:9])[N:7]=1.C1C=C(Cl)C=C(C(OO)=[O:31])C=1. The catalyst is ClCCl. The product is [Cl:1][C:2]1[C:3]2[CH:13]=[CH:12][C:11](=[O:14])[N:10]([C:15]3[CH:20]=[CH:19][C:18]([F:21])=[CH:17][C:16]=3[F:22])[C:4]=2[N:5]=[C:6]([S:8]([CH3:9])=[O:31])[N:7]=1. The yield is 0.970. (5) The reactants are [OH:1][C:2]1([C:15]2[CH:16]=[CH:17][C:18]([CH2:21][N:22]3[C:30]4[C:25](=[CH:26][C:27]([S:31]([CH3:34])(=[O:33])=[O:32])=[CH:28][CH:29]=4)[CH:24]=[CH:23]3)=[N:19][CH:20]=2)[CH2:7][CH2:6][N:5]([C:8]([O:10][C:11]([CH3:14])([CH3:13])[CH3:12])=[O:9])[CH2:4][CH2:3]1.[H-].[Na+].[CH3:37]I.O. The catalyst is O1CCCC1. The product is [CH3:34][S:31]([C:27]1[CH:26]=[C:25]2[C:30](=[CH:29][CH:28]=1)[N:22]([CH2:21][C:18]1[CH:17]=[CH:16][C:15]([C:2]3([O:1][CH3:37])[CH2:7][CH2:6][N:5]([C:8]([O:10][C:11]([CH3:14])([CH3:13])[CH3:12])=[O:9])[CH2:4][CH2:3]3)=[CH:20][N:19]=1)[CH:23]=[CH:24]2)(=[O:33])=[O:32]. The yield is 0.260. (6) The reactants are Cl[C:2]1[N:3]=[N:4][CH:5]=[CH:6][C:7]=1[CH2:8][N:9]1[C:17](=[O:18])[C:16]2[C:11](=[CH:12][CH:13]=[CH:14][CH:15]=2)[C:10]1=[O:19].[CH3:20][C:21]1(C)[C:25](C)(C)OB(C(C)=C)O1.C(=O)([O-])[O-].[Na+].[Na+]. The catalyst is C1C=CC([P]([Pd]([P](C2C=CC=CC=2)(C2C=CC=CC=2)C2C=CC=CC=2)([P](C2C=CC=CC=2)(C2C=CC=CC=2)C2C=CC=CC=2)[P](C2C=CC=CC=2)(C2C=CC=CC=2)C2C=CC=CC=2)(C2C=CC=CC=2)C2C=CC=CC=2)=CC=1.O.O1CCOCC1. The product is [CH3:20][CH:21]([C:2]1[N:3]=[N:4][CH:5]=[CH:6][C:7]=1[CH2:8][N:9]1[C:17](=[O:18])[C:16]2[C:11](=[CH:12][CH:13]=[CH:14][CH:15]=2)[C:10]1=[O:19])[CH3:25]. The yield is 0.540. (7) The product is [O:52]=[C:29]1[C:28]([CH2:27][C:24]2[CH:23]=[CH:22][C:21]([C:16]3[CH:17]=[CH:18][CH:19]=[CH:20][C:15]=3[C:13]3[NH:3][C:4](=[O:7])[O:5][N:14]=3)=[CH:26][CH:25]=2)=[C:33]([CH2:34][CH2:35][CH3:36])[N:32]2[N:37]=[CH:38][N:39]=[C:31]2[N:30]1[C@H:40]1[CH2:45][CH2:44][C@H:43]([O:46][CH:47]([CH3:51])[C:48]#[N:50])[CH2:42][CH2:41]1. The reactants are [Cl-].O[NH3+:3].[C:4](=[O:7])([O-])[OH:5].[Na+].CS(C)=O.[C:13]([C:15]1[CH:20]=[CH:19][CH:18]=[CH:17][C:16]=1[C:21]1[CH:26]=[CH:25][C:24]([CH2:27][C:28]2[C:29](=[O:52])[N:30]([C@H:40]3[CH2:45][CH2:44][C@H:43]([O:46][CH:47]([CH3:51])[C:48]([NH2:50])=O)[CH2:42][CH2:41]3)[C:31]3[N:32]([N:37]=[CH:38][N:39]=3)[C:33]=2[CH2:34][CH2:35][CH3:36])=[CH:23][CH:22]=1)#[N:14]. The yield is 0.470. The catalyst is C(OCC)(=O)C.